Task: Binary Classification. Given a miRNA mature sequence and a target amino acid sequence, predict their likelihood of interaction.. Dataset: Experimentally validated miRNA-target interactions with 360,000+ pairs, plus equal number of negative samples (1) Result: 1 (interaction). The protein sequence of the target gene is MLGAPDESSVRVAVRIRPQLAKEKIEGCHICTSVTPGEPQVFLGKDKAFTFDYVFDIDSQQEQIYIQCIEKLIEGCFEGYNATVFAYGQTGAGKTYTMGTGFDVNIVEEELGIISRAVKHLFKSIEEKKHIAIKNGLPAPDFKVNAQFLELYNEEVLDLFDTTRDIDAKSKKSNIRIHEDSTGGIYTVGVTTRTVNTESEMMQCLKLGALSRTTASTQMNVQSSRSHAIFTIHVCQTRVCPQIDADNATDNKIISESAQMNEFETLTAKFHFVDLAGSERLKRTGATGERAKEGISINCG.... The miRNA is hsa-miR-7705 with sequence AAUAGCUCAGAAUGUCAGUUCUG. (2) The miRNA is hsa-miR-155-5p with sequence UUAAUGCUAAUCGUGAUAGGGGUU. The protein sequence of the target gene is MKETDREAVATAVQRVAGMLQRPDQLDKVEQYRRREARKKASVEARLKAAIQSQLDGVRTGLSQLHNALNDVKDIQQSLADVSKDWRQSINTIESLKDVKDAVVQHSQLAAAVENLKNIFSVPEIVRETQDLIEQGALLQAHRKLMDLECSRDGLMYEQYRMDSGNTRDMTLIHGYFGSTQGLSDELAKQLWMVLQRSLVTVRRDPTLLVSVVRIIEREEKIDRRILDRKKQTGFVPPGRPKNWKEKMFTILERTVTTRIEGTQADTRESDKMWLVRHLEIIRKYVLDDLIVAKNLMVQC.... Result: 1 (interaction). (3) The miRNA is hsa-miR-411-5p with sequence UAGUAGACCGUAUAGCGUACG. The protein sequence of the target gene is MEKNGNNRKLRVCVATCNRADYSKLAPIMFGIKTEPEFFELDVVVLGSHLIDDYGNTYRMIEQDDFDINTRLHTIVRGEDEAAMVESVGLALVKLPDVLNRLKPDIMIVHGDRFDALALATSAALMNIRILHIEGGEVSGTIDDSIRHAITKLAHYHVCCTRSAEQHLISMCEDHDRILLAGCPSYDKLLSAKNKDYMSIIRMWLGDDVKSKDYIVALQHPVTTDIKHSIKMFELTLDALISFNKRTLVLFPNIDAGSKEMVRVMRKKGIEHHPNFRAVKHVPFDQFIQLVAHAGCMIGN.... Result: 1 (interaction). (4) The miRNA is hsa-miR-4325 with sequence UUGCACUUGUCUCAGUGA. The protein sequence of the target gene is MAKPRLLVLYFALIVVPAWVSSIVLTGTSEPPDAQTVAPAEDETLQNEADNQENVLSQLLGDYDKVKAMSEGSDCQCKCVVRPLGRDACQRINAGASRKEDFYTVETITSGSSCKCACVAPPSALNPCEGDFRLQKLREADSQDLKLSTIIDMLEGAFYGLDLLKLHSVTTKLVGRVDKLEEEVSKNLTKENEQIKEDMEEIRTEMNKRGKENCSENILDSMPDIRSALQRDAAAAYAHPEYEERFLQEETVSQQINSIELLQTRPLALPEVVKSQRPLQRQVHLRGRPASQPTVIRGIT.... Result: 0 (no interaction). (5) The miRNA is hsa-miR-634 with sequence AACCAGCACCCCAACUUUGGAC. The protein sequence of the target gene is MSLQLRSSARIPSGSISPFMRMAPLAFLLLFTLPQHLAEAAPSSVIAATELRCVCLTVTPKINPKLIANLEVIPAGPQCPTVEVIAKLKNQKEVCLDPEAPVIKKIIQKILGSDKKKAKRNALAVERTASVQ. Result: 0 (no interaction).